This data is from NCI-60 drug combinations with 297,098 pairs across 59 cell lines. The task is: Regression. Given two drug SMILES strings and cell line genomic features, predict the synergy score measuring deviation from expected non-interaction effect. Drug 1: C1=CC(=CC=C1C#N)C(C2=CC=C(C=C2)C#N)N3C=NC=N3. Drug 2: C#CCC(CC1=CN=C2C(=N1)C(=NC(=N2)N)N)C3=CC=C(C=C3)C(=O)NC(CCC(=O)O)C(=O)O. Cell line: RPMI-8226. Synergy scores: CSS=51.4, Synergy_ZIP=0.826, Synergy_Bliss=-4.73, Synergy_Loewe=-28.4, Synergy_HSA=-4.49.